Dataset: Full USPTO retrosynthesis dataset with 1.9M reactions from patents (1976-2016). Task: Predict the reactants needed to synthesize the given product. (1) Given the product [ClH:1].[OH:20][CH2:21][C:22]1[CH:27]=[CH:26][C:25]([C:3]2[CH:8]=[CH:7][C:6]([NH:9][C:10]([CH:12]3[CH:17]4[CH2:18][CH2:19][N:14]([CH2:15][CH2:16]4)[CH2:13]3)=[O:11])=[CH:5][CH:4]=2)=[CH:24][CH:23]=1, predict the reactants needed to synthesize it. The reactants are: [ClH:1].Br[C:3]1[CH:8]=[CH:7][C:6]([NH:9][C:10]([CH:12]2[CH:17]3[CH2:18][CH2:19][N:14]([CH2:15][CH2:16]3)[CH2:13]2)=[O:11])=[CH:5][CH:4]=1.[OH:20][CH2:21][C:22]1[CH:27]=[CH:26][C:25](B(O)O)=[CH:24][CH:23]=1.C(=O)([O-])[O-].[Cs+].[Cs+]. (2) Given the product [CH2:3]([O:10][C:11]1[CH:18]=[CH:17][C:16]([Br:19])=[CH:15][C:12]=1[CH2:13][OH:14])[C:4]1[CH:5]=[CH:6][CH:7]=[CH:8][CH:9]=1, predict the reactants needed to synthesize it. The reactants are: [BH4-].[Na+].[CH2:3]([O:10][C:11]1[CH:18]=[CH:17][C:16]([Br:19])=[CH:15][C:12]=1[CH:13]=[O:14])[C:4]1[CH:9]=[CH:8][CH:7]=[CH:6][CH:5]=1. (3) Given the product [Cl:15][C:16]1[CH:17]=[CH:18][C:19]([N:25]2[N:29]=[CH:28][CH:27]=[N:26]2)=[C:20]([CH:24]=1)[C:21]([NH:1][C@H:2]1[CH2:6][CH2:5][CH2:4][C@@H:3]1[NH:7][C:8](=[O:14])[O:9][C:10]([CH3:11])([CH3:13])[CH3:12])=[O:22], predict the reactants needed to synthesize it. The reactants are: [NH2:1][C@H:2]1[CH2:6][CH2:5][CH2:4][C@@H:3]1[NH:7][C:8](=[O:14])[O:9][C:10]([CH3:13])([CH3:12])[CH3:11].[Cl:15][C:16]1[CH:17]=[CH:18][C:19]([N:25]2[N:29]=[CH:28][CH:27]=[N:26]2)=[C:20]([CH:24]=1)[C:21](O)=[O:22].CN(C(ON1N=NC2C=CC=CC1=2)=[N+](C)C)C.[B-](F)(F)(F)F.CCN(C(C)C)C(C)C.